Task: Predict the reactants needed to synthesize the given product.. Dataset: Full USPTO retrosynthesis dataset with 1.9M reactions from patents (1976-2016) (1) The reactants are: [Br:1][C:2]1[S:3][C:4]([CH3:7])=[CH:5][CH:6]=1.[Cl:8][S:9](O)(=[O:11])=[O:10].P(Cl)(Cl)(Cl)(Cl)Cl. Given the product [Br:1][C:2]1[S:3][C:4]([CH3:7])=[CH:5][C:6]=1[S:9]([Cl:8])(=[O:11])=[O:10], predict the reactants needed to synthesize it. (2) Given the product [C:15]([O:19][C:20]([N:22]1[CH2:27][CH2:26][N:25]([C:3]2[C:2]([Cl:1])=[CH:13][C:6]([C:7](=[O:8])[N:9]([O:11][CH3:12])[CH3:10])=[CH:5][N:4]=2)[CH2:24][CH2:23]1)=[O:21])([CH3:18])([CH3:16])[CH3:17], predict the reactants needed to synthesize it. The reactants are: [Cl:1][C:2]1[C:3](Cl)=[N:4][CH:5]=[C:6]([CH:13]=1)[C:7]([N:9]([O:11][CH3:12])[CH3:10])=[O:8].[C:15]([O:19][C:20]([N:22]1[CH2:27][CH2:26][NH:25][CH2:24][CH2:23]1)=[O:21])([CH3:18])([CH3:17])[CH3:16]. (3) Given the product [Cl:1][C:2]1[C:3]([C:4]([N:12]2[C:21]3[C:16](=[CH:17][CH:18]=[CH:19][CH:20]=3)[CH2:15][CH2:14][CH2:13]2)=[O:6])=[CH:7][C:8]([F:11])=[CH:9][N:10]=1, predict the reactants needed to synthesize it. The reactants are: [Cl:1][C:2]1[N:10]=[CH:9][C:8]([F:11])=[CH:7][C:3]=1[C:4]([OH:6])=O.[NH:12]1[C:21]2[C:16](=[CH:17][CH:18]=[CH:19][CH:20]=2)[CH2:15][CH2:14][CH2:13]1.C(N(C(C)C)C(C)C)C.CN(C(ON1N=NC2C=CC=NC1=2)=[N+](C)C)C.F[P-](F)(F)(F)(F)F.C([O-])(O)=O.[Na+].